Task: Predict the product of the given reaction.. Dataset: Forward reaction prediction with 1.9M reactions from USPTO patents (1976-2016) The product is: [C:9]([CH:8]([C:3]1[CH:4]=[CH:5][CH:6]=[CH:7][C:2]=1[C:30]1[CH:29]=[CH:28][CH:27]=[C:26]([C:24]#[N:25])[CH:31]=1)[CH:11]([C:18]1[CH:19]=[N:20][CH:21]=[CH:22][CH:23]=1)[C:12]1[CH:13]=[N:14][CH:15]=[CH:16][CH:17]=1)#[N:10]. Given the reactants Br[C:2]1[CH:7]=[CH:6][CH:5]=[CH:4][C:3]=1[CH:8]([CH:11]([C:18]1[CH:19]=[N:20][CH:21]=[CH:22][CH:23]=1)[C:12]1[CH:13]=[N:14][CH:15]=[CH:16][CH:17]=1)[C:9]#[N:10].[C:24]([C:26]1[CH:27]=[C:28](B(O)O)[CH:29]=[CH:30][CH:31]=1)#[N:25].C(=O)([O-])[O-].[Cs+].[Cs+], predict the reaction product.